Dataset: Forward reaction prediction with 1.9M reactions from USPTO patents (1976-2016). Task: Predict the product of the given reaction. (1) Given the reactants [F:1][C:2]1[CH:10]=[C:9]([O:11][CH2:12][CH2:13][CH2:14][N:15]2[CH2:20][CH2:19][CH2:18][CH2:17][CH2:16]2)[CH:8]=[CH:7][C:3]=1[C:4]([OH:6])=O.[NH2:21][CH2:22][CH2:23][N:24]1[CH2:29][CH2:28][CH2:27][CH2:26][CH2:25]1.C(Cl)CCl.C1C=CC2N(O)N=NC=2C=1.C(N(C(C)C)CC)(C)C, predict the reaction product. The product is: [F:1][C:2]1[CH:10]=[C:9]([O:11][CH2:12][CH2:13][CH2:14][N:15]2[CH2:20][CH2:19][CH2:18][CH2:17][CH2:16]2)[CH:8]=[CH:7][C:3]=1[C:4]([NH:21][CH2:22][CH2:23][N:24]1[CH2:29][CH2:28][CH2:27][CH2:26][CH2:25]1)=[O:6]. (2) Given the reactants [F:1][C:2]1[CH:16]=[CH:15][C:5]([C:6]([C:8]2[CH:13]=[CH:12][C:11]([F:14])=[CH:10][CH:9]=2)=[O:7])=[CH:4][CH:3]=1.O.[OH-].[Na+:19].[Cl-].[Na+].O[S:23]([OH:26])(=[O:25])=[O:24].[O:27]=[S:28](=[O:30])=[O:29], predict the reaction product. The product is: [CH:13]1[C:8]([C:6]([C:5]2[CH:15]=[CH:16][C:2]([F:1])=[C:3]([S:23]([O-:26])(=[O:25])=[O:24])[CH:4]=2)=[O:7])=[CH:9][C:10]([S:28]([O-:30])(=[O:29])=[O:27])=[C:11]([F:14])[CH:12]=1.[Na+:19].[Na+:19]. (3) The product is: [Cl:7][C:8]1[CH:39]=[CH:38][CH:37]=[CH:36][C:9]=1[CH2:10][N:11]([CH3:35])[C:12]([C:14]1[N:15]=[N:16][N:17]([CH2:20][C:21]2[CH:26]=[C:25]([C:27]([F:30])([F:28])[F:29])[CH:24]=[C:23]([C:31]([F:34])([F:32])[F:33])[CH:22]=2)[C:18]=1[N:1]1[CH2:6][CH2:5][NH:4][CH2:3][CH2:2]1)=[O:13]. Given the reactants [NH:1]1[CH2:6][CH2:5][NH:4][CH2:3][CH2:2]1.[Cl:7][C:8]1[CH:39]=[CH:38][CH:37]=[CH:36][C:9]=1[CH2:10][N:11]([CH3:35])[C:12]([C:14]1[N:15]=[N:16][N:17]([CH2:20][C:21]2[CH:26]=[C:25]([C:27]([F:30])([F:29])[F:28])[CH:24]=[C:23]([C:31]([F:34])([F:33])[F:32])[CH:22]=2)[C:18]=1Cl)=[O:13], predict the reaction product.